From a dataset of Full USPTO retrosynthesis dataset with 1.9M reactions from patents (1976-2016). Predict the reactants needed to synthesize the given product. Given the product [F:28][C:2]1([F:1])[CH2:27][C:6]2[S:7][C:8]([NH:16][C:17]([C:19]3[CH2:29][CH2:23][CH2:22][CH2:21][C:20]=3[C:24]([OH:26])=[O:25])=[O:18])=[C:9]([C:10]3[S:11][CH:12]=[C:13]([CH3:15])[N:14]=3)[C:5]=2[CH2:4][CH2:3]1, predict the reactants needed to synthesize it. The reactants are: [F:1][C:2]1([F:28])[CH2:27][C:6]2[S:7][C:8]([NH:16][C:17]([C:19]3[CH2:23][CH2:22][CH2:21][C:20]=3[C:24]([OH:26])=[O:25])=[O:18])=[C:9]([C:10]3[S:11][CH:12]=[C:13]([CH3:15])[N:14]=3)[C:5]=2[CH2:4][CH2:3]1.[C:29]12C(=O)OC(=O)C=1CCCC2.